Dataset: Forward reaction prediction with 1.9M reactions from USPTO patents (1976-2016). Task: Predict the product of the given reaction. Given the reactants [CH:1]1([C:4]2[NH:8][N:7]=[C:6]([N:9]3[C:13]4[CH:14]=[C:15]([NH:20][C@H:21]([C:23]5[CH:28]=[CH:27][C:26]([F:29])=[CH:25][CH:24]=5)[CH3:22])[C:16]([C:18]#[N:19])=[CH:17][C:12]=4[N:11]=[CH:10]3)[CH:5]=2)[CH2:3][CH2:2]1.[H][H], predict the reaction product. The product is: [NH2:19][CH2:18][C:16]1[C:15]([NH:20][C@H:21]([C:23]2[CH:24]=[CH:25][C:26]([F:29])=[CH:27][CH:28]=2)[CH3:22])=[CH:14][C:13]2[N:9]([C:6]3[CH:5]=[C:4]([CH:1]4[CH2:3][CH2:2]4)[NH:8][N:7]=3)[CH:10]=[N:11][C:12]=2[CH:17]=1.